From a dataset of Catalyst prediction with 721,799 reactions and 888 catalyst types from USPTO. Predict which catalyst facilitates the given reaction. (1) Reactant: [N+:1]([C:4]1[CH:9]=[CH:8][CH:7]=[CH:6][C:5]=1[NH:10][C:11]1[CH:20]=[CH:19][C:14]([C:15]([O:17][CH3:18])=[O:16])=[CH:13][CH:12]=1)([O-])=O.O.NN. Product: [CH3:18][O:17][C:15](=[O:16])[C:14]1[CH:13]=[CH:12][C:11]([NH:10][C:5]2[CH:6]=[CH:7][CH:8]=[CH:9][C:4]=2[NH2:1])=[CH:20][CH:19]=1. The catalyst class is: 19. (2) Product: [NH2:10][CH2:9][CH2:8][C:5]1[CH:6]=[CH:7][C:2]([NH:1][CH2:21][C@H:22]([C:23]2[CH:28]=[CH:27][CH:26]=[CH:25][CH:24]=2)[OH:29])=[CH:3][CH:4]=1. Reactant: [NH2:1][C:2]1[CH:7]=[CH:6][C:5]([CH2:8][CH2:9][NH2:10])=[CH:4][CH:3]=1.C[Si]([N-][Si](C)(C)C)(C)C.[Na+].[CH2:21]1[O:29][C@H:22]1[C:23]1[CH:28]=[CH:27][CH:26]=[CH:25][CH:24]=1.Cl.C(OC(C)C)(=O)C.[OH-].[Na+]. The catalyst class is: 544. (3) Reactant: C(OC(=O)[NH:7][CH2:8][CH2:9][O:10][C:11]1[CH:16]=[CH:15][C:14]([O:17][CH2:18][C:19]2[CH:24]=[CH:23][CH:22]=[CH:21][CH:20]=2)=[C:13]([C:25](=[O:27])[NH2:26])[CH:12]=1)(C)(C)C.[ClH:29]. Product: [ClH:29].[NH2:7][CH2:8][CH2:9][O:10][C:11]1[CH:16]=[CH:15][C:14]([O:17][CH2:18][C:19]2[CH:20]=[CH:21][CH:22]=[CH:23][CH:24]=2)=[C:13]([CH:12]=1)[C:25]([NH2:26])=[O:27]. The catalyst class is: 12.